Dataset: Forward reaction prediction with 1.9M reactions from USPTO patents (1976-2016). Task: Predict the product of the given reaction. Given the reactants [C:1]1([C@@H:7]2[CH2:9][C@H:8]2[C:10]([OH:12])=O)[CH:6]=[CH:5][CH:4]=[CH:3][CH:2]=1.[C:13]1([C@H:19]([CH2:21][OH:22])[NH2:20])[CH:18]=[CH:17][CH:16]=[CH:15][CH:14]=1.C1C=CC2N(O)N=NC=2C=1.CCN=C=NCCCN(C)C.Cl, predict the reaction product. The product is: [OH:22][CH2:21][CH:19]([NH:20][C:10]([C@@H:8]1[CH2:9][C@H:7]1[C:1]1[CH:2]=[CH:3][CH:4]=[CH:5][CH:6]=1)=[O:12])[C:13]1[CH:18]=[CH:17][CH:16]=[CH:15][CH:14]=1.